From a dataset of NCI-60 drug combinations with 297,098 pairs across 59 cell lines. Regression. Given two drug SMILES strings and cell line genomic features, predict the synergy score measuring deviation from expected non-interaction effect. (1) Drug 1: CC1C(C(CC(O1)OC2CC(OC(C2O)C)OC3=CC4=CC5=C(C(=O)C(C(C5)C(C(=O)C(C(C)O)O)OC)OC6CC(C(C(O6)C)O)OC7CC(C(C(O7)C)O)OC8CC(C(C(O8)C)O)(C)O)C(=C4C(=C3C)O)O)O)O. Drug 2: CN(CCCl)CCCl.Cl. Cell line: OVCAR-8. Synergy scores: CSS=47.9, Synergy_ZIP=5.28, Synergy_Bliss=8.83, Synergy_Loewe=-13.4, Synergy_HSA=-4.31. (2) Drug 1: CCN(CC)CCNC(=O)C1=C(NC(=C1C)C=C2C3=C(C=CC(=C3)F)NC2=O)C. Drug 2: CC12CCC3C(C1CCC2OP(=O)(O)O)CCC4=C3C=CC(=C4)OC(=O)N(CCCl)CCCl.[Na+]. Cell line: UO-31. Synergy scores: CSS=-0.735, Synergy_ZIP=-6.94, Synergy_Bliss=-17.5, Synergy_Loewe=-17.6, Synergy_HSA=-21.5. (3) Drug 1: CC12CCC(CC1=CCC3C2CCC4(C3CC=C4C5=CN=CC=C5)C)O. Drug 2: CC12CCC3C(C1CCC2=O)CC(=C)C4=CC(=O)C=CC34C. Cell line: SK-MEL-2. Synergy scores: CSS=22.4, Synergy_ZIP=0.374, Synergy_Bliss=1.38, Synergy_Loewe=-15.6, Synergy_HSA=-0.118. (4) Drug 1: CN(C)C(=N)N=C(N)N. Drug 2: C1=CC=C(C=C1)NC(=O)CCCCCCC(=O)NO. Cell line: HT29. Synergy scores: CSS=57.4, Synergy_ZIP=2.37, Synergy_Bliss=3.25, Synergy_Loewe=-22.8, Synergy_HSA=3.09. (5) Drug 1: C1=C(C(=O)NC(=O)N1)N(CCCl)CCCl. Drug 2: C(CCl)NC(=O)N(CCCl)N=O. Cell line: SR. Synergy scores: CSS=84.6, Synergy_ZIP=3.97, Synergy_Bliss=3.01, Synergy_Loewe=3.63, Synergy_HSA=5.84. (6) Drug 1: C1=CN(C(=O)N=C1N)C2C(C(C(O2)CO)O)O.Cl. Drug 2: CC1CCCC2(C(O2)CC(NC(=O)CC(C(C(=O)C(C1O)C)(C)C)O)C(=CC3=CSC(=N3)C)C)C. Cell line: HL-60(TB). Synergy scores: CSS=77.5, Synergy_ZIP=0.182, Synergy_Bliss=-0.0295, Synergy_Loewe=-2.16, Synergy_HSA=2.35.